Dataset: Peptide-MHC class II binding affinity with 134,281 pairs from IEDB. Task: Regression. Given a peptide amino acid sequence and an MHC pseudo amino acid sequence, predict their binding affinity value. This is MHC class II binding data. (1) The MHC is HLA-DQA10104-DQB10503 with pseudo-sequence HLA-DQA10104-DQB10503. The peptide sequence is ISSQYYIQQNGNLCY. The binding affinity (normalized) is 0.425. (2) The binding affinity (normalized) is 0.628. The peptide sequence is KEKVYLSWVPAHKGIGGNE. The MHC is DRB1_0901 with pseudo-sequence DRB1_0901. (3) The peptide sequence is CGSYVTKTSGSAASM. The MHC is HLA-DQA10201-DQB10402 with pseudo-sequence HLA-DQA10201-DQB10402. The binding affinity (normalized) is 0.491. (4) The peptide sequence is AAYKIAATAANAA. The MHC is DRB1_0401 with pseudo-sequence DRB1_0401. The binding affinity (normalized) is 0.638. (5) The peptide sequence is RFFLRVGLYGLLFYQ. The MHC is DRB1_0101 with pseudo-sequence DRB1_0101. The binding affinity (normalized) is 0.850. (6) The peptide sequence is SGRVTRDSRRLRRIC. The MHC is DRB1_0901 with pseudo-sequence DRB1_0901. The binding affinity (normalized) is 0.351. (7) The peptide sequence is KLTITGKGTLDGQGK. The MHC is DRB1_0802 with pseudo-sequence DRB1_0802. The binding affinity (normalized) is 0.541. (8) The peptide sequence is DHGGACGYKDVDKPP. The MHC is DRB1_0301 with pseudo-sequence DRB1_0301. The binding affinity (normalized) is 0.